From a dataset of Forward reaction prediction with 1.9M reactions from USPTO patents (1976-2016). Predict the product of the given reaction. (1) Given the reactants [CH3:1][O:2][N:3]([CH3:14])[C:4](=[O:13])/[CH:5]=[CH:6]/[C:7]1[CH:12]=[CH:11][N:10]=[CH:9][CH:8]=1.[C:15]([OH:18])(=[O:17])C, predict the reaction product. The product is: [CH3:1][O:2][N:3]([CH3:14])[C:4](=[O:13])[CH2:5][CH2:6][CH:7]1[CH2:8][CH2:9][N:10]([C:15]([O:18][C:7]([CH3:12])([CH3:8])[CH3:6])=[O:17])[CH2:11][CH2:12]1. (2) Given the reactants Cl[CH2:2][CH2:3][O:4][CH2:5][CH2:6][OH:7].[N-:8]=[N+:9]=[N-:10].[Na+], predict the reaction product. The product is: [N:8]([CH2:2][CH2:3][O:4][CH2:5][CH2:6][OH:7])=[N+:9]=[N-:10].